The task is: Predict which catalyst facilitates the given reaction.. This data is from Catalyst prediction with 721,799 reactions and 888 catalyst types from USPTO. (1) Reactant: [Br:1][C:2]1[C:3](=[O:32])[N:4]([CH2:19][C:20]2[CH:21]=[CH:22][C:23]([CH:30]=[CH2:31])=[C:24]([CH:29]=2)[C:25]([O:27]C)=[O:26])[C:5]([CH3:18])=[CH:6][C:7]=1[O:8][CH2:9][C:10]1[CH:15]=[CH:14][C:13]([F:16])=[CH:12][C:11]=1[F:17].[OH-].[Na+].O1CCCC1.Cl. Product: [Br:1][C:2]1[C:3](=[O:32])[N:4]([CH2:19][C:20]2[CH:21]=[CH:22][C:23]([CH:30]=[CH2:31])=[C:24]([CH:29]=2)[C:25]([OH:27])=[O:26])[C:5]([CH3:18])=[CH:6][C:7]=1[O:8][CH2:9][C:10]1[CH:15]=[CH:14][C:13]([F:16])=[CH:12][C:11]=1[F:17]. The catalyst class is: 72. (2) Reactant: [CH2:1]([O:8][C:9]([C:18]1[CH:23]=[CH:22][C:21]([N:24]2[CH2:29][CH2:28][N:27](C(OC(C)(C)C)=O)[CH2:26][CH2:25]2)=[C:20](/[CH:37]=[CH:38]\[CH3:39])[CH:19]=1)([C:14]([F:17])([F:16])[F:15])[C:10]([F:13])([F:12])[F:11])[C:2]1[CH:7]=[CH:6][CH:5]=[CH:4][CH:3]=1.FC(F)(F)C(O)=O.C(=O)([O-])O.[Na+]. Product: [CH2:1]([O:8][C:9]([C:18]1[CH:23]=[CH:22][C:21]([N:24]2[CH2:29][CH2:28][NH:27][CH2:26][CH2:25]2)=[C:20](/[CH:37]=[CH:38]\[CH3:39])[CH:19]=1)([C:10]([F:11])([F:12])[F:13])[C:14]([F:16])([F:17])[F:15])[C:2]1[CH:3]=[CH:4][CH:5]=[CH:6][CH:7]=1. The catalyst class is: 4. (3) Reactant: [CH:1]1([NH:5][C:6]2[N:14]=[CH:13][C:12]([F:15])=[CH:11][C:7]=2[C:8]([OH:10])=O)[CH2:4][CH2:3][CH2:2]1.[CH3:16][C:17]([NH2:21])([C:19]#[CH:20])[CH3:18].CCN=C=NCCCN(C)C.CCN(C(C)C)C(C)C.C1C=CC2N(O)N=NC=2C=1. Product: [CH:1]1([NH:5][C:6]2[N:14]=[CH:13][C:12]([F:15])=[CH:11][C:7]=2[C:8]([NH:21][C:17]([CH3:18])([C:19]#[CH:20])[CH3:16])=[O:10])[CH2:2][CH2:3][CH2:4]1. The catalyst class is: 18. (4) Reactant: [F:1][C:2]1[CH:7]=[CH:6][C:5]([C:8]2[NH:12][N:11]=[C:10]([CH3:13])[CH:9]=2)=[CH:4][CH:3]=1.[Br:14]N1C(=O)CCC1=O. Product: [Br:14][C:9]1[C:10]([CH3:13])=[N:11][NH:12][C:8]=1[C:5]1[CH:4]=[CH:3][C:2]([F:1])=[CH:7][CH:6]=1. The catalyst class is: 10. (5) Reactant: Br.[Br:2][CH2:3][C:4]([C:6]1[N:13]2[C:9]([S:10][CH:11]=[CH:12]2)=[N:8][C:7]=1[CH3:14])=O.[CH2:15]([O:17][C:18]1[CH:23]=[CH:22][C:21]([NH:24][C:25]([NH2:27])=[S:26])=[CH:20][CH:19]=1)[CH3:16]. Product: [BrH:2].[O:17]([C:18]1[CH:23]=[CH:22][C:21]([NH:24][C:25]2[S:26][CH:3]=[C:4]([C:6]3[N:13]4[C:9]([S:10][CH:11]=[CH:12]4)=[N:8][C:7]=3[CH3:14])[N:27]=2)=[CH:20][CH:19]=1)[CH2:15][CH3:16]. The catalyst class is: 8. (6) Reactant: FC(F)(F)C(O)=O.[Cl:8][C:9]1[C:10]([F:37])=[C:11]([CH:15]2[C:19]([C:22]3[CH:27]=[CH:26][C:25]([Cl:28])=[CH:24][CH:23]=3)([C:20]#[N:21])[CH:18]([CH2:29][C:30]([CH3:33])([CH3:32])[CH3:31])[NH:17][CH:16]2[C:34](O)=[O:35])[CH:12]=[CH:13][CH:14]=1.[NH2:38][C:39]([CH3:43])([CH3:42])[CH2:40][OH:41].CN(C(ON1N=NC2C=CC=NC1=2)=[N+](C)C)C.F[P-](F)(F)(F)(F)F.CCN(C(C)C)C(C)C. Product: [OH:41][CH2:40][C:39]([NH:38][C:34]([CH:16]1[CH:15]([C:11]2[CH:12]=[CH:13][CH:14]=[C:9]([Cl:8])[C:10]=2[F:37])[C:19]([C:22]2[CH:23]=[CH:24][C:25]([Cl:28])=[CH:26][CH:27]=2)([C:20]#[N:21])[CH:18]([CH2:29][C:30]([CH3:32])([CH3:31])[CH3:33])[NH:17]1)=[O:35])([CH3:43])[CH3:42]. The catalyst class is: 2. (7) Reactant: [C:1]1([CH2:7][CH2:8][CH2:9][C:10]([OH:12])=O)[CH:6]=[CH:5][CH:4]=[CH:3][CH:2]=1.CN1CCOCC1.ClC(OCC(C)C)=O.[F:28][C:29]1[CH:30]=[C:31]([CH:33]=[CH:34][C:35]=1[O:36][C:37]1[CH:42]=[CH:41][N:40]=[C:39]2[CH:43]=[CH:44][S:45][C:38]=12)[NH2:32]. Product: [F:28][C:29]1[CH:30]=[C:31]([NH:32][C:10](=[O:12])[CH2:9][CH2:8][CH2:7][C:1]2[CH:2]=[CH:3][CH:4]=[CH:5][CH:6]=2)[CH:33]=[CH:34][C:35]=1[O:36][C:37]1[CH:42]=[CH:41][N:40]=[C:39]2[CH:43]=[CH:44][S:45][C:38]=12. The catalyst class is: 1. (8) Product: [Br:5][C:6]1[N:7]=[CH:8][C:9]([OH:2])=[N:10][C:11]=1[Cl:12]. The catalyst class is: 65. Reactant: N([O-])=[O:2].[Na+].[Br:5][C:6]1[N:7]=[CH:8][C:9](N)=[N:10][C:11]=1[Cl:12].